Dataset: Forward reaction prediction with 1.9M reactions from USPTO patents (1976-2016). Task: Predict the product of the given reaction. (1) Given the reactants [Cl:1][C:2]1[CH:12]=[CH:11][C:5]([CH2:6][CH:7]2[CH2:10][NH:9][CH2:8]2)=[CH:4][CH:3]=1.[C:13]([O:17][C:18](=[O:24])[NH:19][CH2:20][CH2:21][CH2:22]Br)([CH3:16])([CH3:15])[CH3:14].C(N(C(C)C)CC)(C)C, predict the reaction product. The product is: [C:13]([O:17][C:18](=[O:24])[NH:19][CH2:20][CH2:21][CH2:22][N:9]1[CH2:8][CH:7]([CH2:6][C:5]2[CH:4]=[CH:3][C:2]([Cl:1])=[CH:12][CH:11]=2)[CH2:10]1)([CH3:16])([CH3:15])[CH3:14]. (2) The product is: [CH:13]([C:16]1[CH:21]=[CH:20][CH:19]=[C:18]([CH:22]([CH3:24])[CH3:23])[C:17]=1[NH:25][C:26](=[O:43])[CH2:27][N:28]1[CH2:29][C:30]2([CH2:31][CH2:32][CH2:33][CH2:34][CH2:35]2)[N:36]([C:37]2[CH:42]=[CH:41][CH:40]=[CH:39][CH:38]=2)[C:2]1=[O:4])([CH3:14])[CH3:15]. Given the reactants Cl[C:2](Cl)([O:4]C(=O)OC(Cl)(Cl)Cl)Cl.[CH:13]([C:16]1[CH:21]=[CH:20][CH:19]=[C:18]([CH:22]([CH3:24])[CH3:23])[C:17]=1[NH:25][C:26](=[O:43])[CH2:27][NH:28][CH2:29][C:30]1([NH:36][C:37]2[CH:42]=[CH:41][CH:40]=[CH:39][CH:38]=2)[CH2:35][CH2:34][CH2:33][CH2:32][CH2:31]1)([CH3:15])[CH3:14].C(N(C(C)C)CC)(C)C.O, predict the reaction product. (3) The product is: [CH:57]([C:54]1[CH:55]=[CH:56][C:48]2[C:47]([NH:46][C:27]3[CH:26]=[C:25]([NH:24][C:17](=[O:18])[C:16]4[CH:20]=[CH:21][CH:22]=[C:14]([NH:13][C:12]5[C:7]6[CH:6]=[CH:5][C:4]([CH:1]([CH3:2])[CH3:3])=[N:23][C:8]=6[N:9]=[CH:10][N:11]=5)[CH:15]=4)[CH:30]=[CH:29][C:28]=3[S:31][C:32]3[CH:37]=[CH:36][C:35]([NH:38][C:39](=[O:45])[O:40][C:41]([CH3:44])([CH3:43])[CH3:42])=[CH:34][CH:33]=3)=[N:52][CH:51]=[N:50][C:49]=2[N:53]=1)([CH3:59])[CH3:58]. Given the reactants [CH:1]([C:4]1[CH:5]=[CH:6][C:7]2[C:12]([NH:13][C:14]3[CH:15]=[C:16]([CH:20]=[CH:21][CH:22]=3)[C:17](O)=[O:18])=[N:11][CH:10]=[N:9][C:8]=2[N:23]=1)([CH3:3])[CH3:2].[NH2:24][C:25]1[CH:30]=[CH:29][C:28]([S:31][C:32]2[CH:37]=[CH:36][C:35]([NH:38][C:39](=[O:45])[O:40][C:41]([CH3:44])([CH3:43])[CH3:42])=[CH:34][CH:33]=2)=[C:27]([NH:46][C:47]2[C:48]3[CH:56]=[CH:55][C:54]([CH:57]([CH3:59])[CH3:58])=[N:53][C:49]=3[N:50]=[CH:51][N:52]=2)[CH:26]=1.CN(C(ON1N=NC2C=CC=NC1=2)=[N+](C)C)C.F[P-](F)(F)(F)(F)F.CCN(C(C)C)C(C)C, predict the reaction product. (4) Given the reactants Br[C:2]1[O:6][C:5]([CH2:7][N:8]2[CH2:13][CH2:12][N:11]([CH3:14])[CH2:10][CH2:9]2)=[CH:4][CH:3]=1.C([Li])(C)(C)C.[CH2:20]([Sn:24]([CH2:30][CH2:31][CH2:32][CH3:33])([CH2:26][CH2:27][CH2:28][CH3:29])Cl)[CH2:21][CH2:22][CH3:23], predict the reaction product. The product is: [CH3:14][N:11]1[CH2:12][CH2:13][N:8]([CH2:7][C:5]2[O:6][C:2]([Sn:24]([CH2:26][CH2:27][CH2:28][CH3:29])([CH2:30][CH2:31][CH2:32][CH3:33])[CH2:20][CH2:21][CH2:22][CH3:23])=[CH:3][CH:4]=2)[CH2:9][CH2:10]1. (5) Given the reactants FC(F)(F)S(O[C:7]1[CH:15]=[C:14]([C:16]([N:18]2[CH2:23][CH2:22][C:21]3([CH2:32][C:31](=[O:33])[C:30]4[C:25](=[CH:26][CH:27]=[C:28]([C:34]5[CH:35]=[N:36][N:37]([CH3:39])[CH:38]=5)[CH:29]=4)[O:24]3)[CH2:20][CH2:19]2)=[O:17])[CH:13]=[C:12]2[C:8]=1[CH:9]=[CH:10][N:11]2[CH:40]1[CH2:42][CH2:41]1)(=O)=O.[CH3:45][O:46][C:47]([C:49]1[CH:54]=[CH:53][CH:52]=[CH:51][C:50]=1B(O)O)=[O:48].COC(C1C=CC(B(O)O)=CC=1)=O, predict the reaction product. The product is: [CH:40]1([N:11]2[C:12]3[C:8](=[C:7]([C:50]4[CH:51]=[CH:52][CH:53]=[CH:54][C:49]=4[C:47]([O:46][CH3:45])=[O:48])[CH:15]=[C:14]([C:16]([N:18]4[CH2:19][CH2:20][C:21]5([CH2:32][C:31](=[O:33])[C:30]6[C:25](=[CH:26][CH:27]=[C:28]([C:34]7[CH:35]=[N:36][N:37]([CH3:39])[CH:38]=7)[CH:29]=6)[O:24]5)[CH2:22][CH2:23]4)=[O:17])[CH:13]=3)[CH:9]=[CH:10]2)[CH2:41][CH2:42]1. (6) Given the reactants Cl.[N+:2]([C:5]1[CH:6]=[CH:7][C:8]([N:11]2[C:19](=[O:20])[C:18]3[C:13](=[CH:14][CH:15]=[CH:16][CH:17]=3)[C:12]2=[O:21])=[N:9][CH:10]=1)([O-])=O.O.O.[Sn](Cl)Cl, predict the reaction product. The product is: [NH2:2][C:5]1[CH:6]=[CH:7][C:8]([N:11]2[C:19](=[O:20])[C:18]3[C:13](=[CH:14][CH:15]=[CH:16][CH:17]=3)[C:12]2=[O:21])=[N:9][CH:10]=1. (7) Given the reactants C(OC([N:8]1[CH2:12][CH2:11][C@H:10]([C@@H:13]([CH:15]2[CH2:20][CH2:19][CH2:18][CH2:17][CH2:16]2)[OH:14])[CH2:9]1)=O)(C)(C)C.C1C=CC(P(C2C=CC=CC=2)C2C=CC=CC=2)=CC=1.[Cl:40][C:41]1[CH:46]=[CH:45][CH:44]=[C:43]([Cl:47])[C:42]=1O.CC(OC(/N=N/C(OC(C)C)=O)=O)C.Cl.O1CCOCC1, predict the reaction product. The product is: [CH:15]1([C@H:13]([O:14][C:42]2[C:41]([Cl:40])=[CH:46][CH:45]=[CH:44][C:43]=2[Cl:47])[C@H:10]2[CH2:11][CH2:12][NH:8][CH2:9]2)[CH2:16][CH2:17][CH2:18][CH2:19][CH2:20]1. (8) Given the reactants C1(N=C=NC2CCCCC2)CCCCC1.[C:16]([O:20][C:21]([N:23]([CH3:29])[CH:24]([CH3:28])[C:25]([OH:27])=O)=[O:22])([CH3:19])([CH3:18])[CH3:17].[Br:30][C:31]1[CH:36]=[C:35]([NH2:37])[N:34]=[C:33]([NH2:38])[CH:32]=1.CN1C(=O)CCC1, predict the reaction product. The product is: [C:16]([O:20][C:21](=[O:22])[N:23]([CH:24]([C:25](=[O:27])[NH:38][C:33]1[CH:32]=[C:31]([Br:30])[CH:36]=[C:35]([NH2:37])[N:34]=1)[CH3:28])[CH3:29])([CH3:17])([CH3:18])[CH3:19].